Dataset: Full USPTO retrosynthesis dataset with 1.9M reactions from patents (1976-2016). Task: Predict the reactants needed to synthesize the given product. (1) The reactants are: [CH3:1][C:2]1([C:7]([OH:9])=O)[CH2:6][S:5][S:4][CH2:3]1.C([N:12](CC)CC)C.ClC(OCC(C)C)=O.N. Given the product [CH3:1][C:2]1([C:7]([NH2:12])=[O:9])[CH2:6][S:5][S:4][CH2:3]1, predict the reactants needed to synthesize it. (2) Given the product [F:27][C:22]1[CH:21]=[C:20]([C@H:18]2[NH:9][C@@H:10]([C:11]([O:13][CH3:14])=[O:12])[CH2:15][CH2:16][CH2:17]2)[CH:25]=[CH:24][C:23]=1[F:26], predict the reactants needed to synthesize it. The reactants are: Cl.C(OC([NH:9][C@H:10]([CH2:15][CH2:16][CH2:17][C:18]([C:20]1[CH:25]=[CH:24][C:23]([F:26])=[C:22]([F:27])[CH:21]=1)=O)[C:11]([O:13][CH3:14])=[O:12])=O)(C)(C)C. (3) Given the product [F:26][C:25]([F:28])([F:27])[O:24][C:21]1[CH:22]=[CH:23][C:18]([C:15]2[C:14]3[CH:29]=[C:10]([C:7]4[O:6][C:5]([N:30]5[CH2:35][CH2:34][NH:33][CH2:32][CH2:31]5)=[N:9][N:8]=4)[CH:11]=[CH:12][C:13]=3[O:17][CH:16]=2)=[CH:19][CH:20]=1, predict the reactants needed to synthesize it. The reactants are: CS([C:5]1[O:6][C:7]([C:10]2[CH:11]=[CH:12][C:13]3[O:17][CH:16]=[C:15]([C:18]4[CH:23]=[CH:22][C:21]([O:24][C:25]([F:28])([F:27])[F:26])=[CH:20][CH:19]=4)[C:14]=3[CH:29]=2)=[N:8][N:9]=1)(=O)=O.[NH:30]1[CH2:35][CH2:34][NH:33][CH2:32][CH2:31]1. (4) Given the product [C:10]([C:9]1[S:8][C:6]([CH3:5])=[CH:1][C:7]=1[S:8][C@@H:9]([C:19]1[CH:20]=[CH:21][CH:22]=[CH:23][CH:24]=1)[CH2:10][NH:11][C:12](=[O:13])[O:14][C:15]([CH3:16])([CH3:17])[CH3:18])#[N:11], predict the reactants needed to synthesize it. The reactants are: [C:1]1([C:7](=O)[S:8][C@@H:9]([C:19]2[CH:24]=[CH:23][CH:22]=[CH:21][CH:20]=2)[CH2:10][NH:11][C:12]([O:14][C:15]([CH3:18])([CH3:17])[CH3:16])=[O:13])[CH:6]=[CH:5]C=CC=1. (5) Given the product [CH3:1][O:2][C:3](=[O:41])[C:4]1[CH:9]=[C:8]([O:10][C:11]2[CH:12]=[CH:13][C:14]([C:17]3[CH:18]=[CH:19][C:20](/[CH:23]=[CH:24]/[C:25]4[N:26]([CH2:38][CH3:39])[CH:27]=[C:28]([C:30]5[CH:35]=[CH:34][C:33]([F:36])=[CH:32][C:31]=5[F:37])[N:29]=4)=[CH:21][CH:22]=3)=[CH:15][CH:16]=2)[CH:7]=[CH:6][C:5]=1[NH:40][S:43]([CH3:42])(=[O:45])=[O:44], predict the reactants needed to synthesize it. The reactants are: [CH3:1][O:2][C:3](=[O:41])[C:4]1[CH:9]=[C:8]([O:10][C:11]2[CH:16]=[CH:15][C:14]([C:17]3[CH:22]=[CH:21][C:20](/[CH:23]=[CH:24]/[C:25]4[N:26]([CH2:38][CH3:39])[CH:27]=[C:28]([C:30]5[CH:35]=[CH:34][C:33]([F:36])=[CH:32][C:31]=5[F:37])[N:29]=4)=[CH:19][CH:18]=3)=[CH:13][CH:12]=2)[CH:7]=[CH:6][C:5]=1[NH2:40].[CH3:42][S:43](Cl)(=[O:45])=[O:44]. (6) Given the product [CH2:7]([N:9]1[C:10]2[N:11]=[C:12]([S:19][CH3:20])[N:13]=[C:14]([CH3:18])[C:15]=2[CH:16]=[C:22]([C:23]#[N:24])[C:21]1=[NH:25])[CH3:8], predict the reactants needed to synthesize it. The reactants are: C(=O)([O-])[O-].[K+].[K+].[CH2:7]([NH:9][C:10]1[C:15]([CH:16]=O)=[C:14]([CH3:18])[N:13]=[C:12]([S:19][CH3:20])[N:11]=1)[CH3:8].[C:21](#[N:25])[CH2:22][C:23]#[N:24]. (7) Given the product [Br:1][CH2:2][CH2:3][C:4]1[C:12]2[C:7](=[CH:8][CH:9]=[CH:10][CH:11]=2)[N:6]([S:22]([C:21]2[N:20]3[C:16]([S:17][CH:18]=[CH:19]3)=[N:15][C:14]=2[Cl:13])(=[O:23])=[O:24])[CH:5]=1, predict the reactants needed to synthesize it. The reactants are: [Br:1][CH2:2][CH2:3][C:4]1[C:12]2[C:7](=[CH:8][CH:9]=[CH:10][CH:11]=2)[NH:6][CH:5]=1.[Cl:13][C:14]1[N:15]=[C:16]2[N:20]([C:21]=1[S:22](Cl)(=[O:24])=[O:23])[CH:19]=[CH:18][S:17]2.CC(C)([O-])C.[K+]. (8) Given the product [Br:25][C:8]1[C:9]([N:11]2[CH2:16][CH2:15][CH2:14][C@@H:13]([NH:17][C:18](=[O:24])[O:19][C:20]([CH3:21])([CH3:22])[CH3:23])[CH2:12]2)=[C:10]2[C:2]([NH:1][C:31]([NH:27][CH2:28][CH3:29])=[O:32])=[CH:3][NH:4][C:5]2=[N:6][CH:7]=1, predict the reactants needed to synthesize it. The reactants are: [NH2:1][C:2]1[C:10]2[C:5](=[N:6][CH:7]=[C:8]([Br:25])[C:9]=2[N:11]2[CH2:16][CH2:15][CH2:14][C@@H:13]([NH:17][C:18](=[O:24])[O:19][C:20]([CH3:23])([CH3:22])[CH3:21])[CH2:12]2)[NH:4][CH:3]=1.C[N:27]1[C:31](=[O:32])C[CH2:29][CH2:28]1.N1C=CC=CC=1.N(CC)=C=O. (9) Given the product [F:25][C:26]1[CH:31]=[C:30]([F:32])[CH:29]=[CH:28][C:27]=1[N:33]1[CH2:38][CH2:37][N:36]([CH2:39][CH2:40][CH2:41][CH2:42][NH:43][C:10]([C:7]2[CH:8]=[C:9]3[C:4]([CH:3]=[CH:2][NH:1]3)=[CH:5][CH:6]=2)=[O:12])[CH2:35][CH2:34]1, predict the reactants needed to synthesize it. The reactants are: [NH:1]1[C:9]2[C:4](=[CH:5][CH:6]=[C:7]([C:10]([OH:12])=O)[CH:8]=2)[CH:3]=[CH:2]1.C(N1C=CN=C1)(N1C=CN=C1)=O.[F:25][C:26]1[CH:31]=[C:30]([F:32])[CH:29]=[CH:28][C:27]=1[N:33]1[CH2:38][CH2:37][N:36]([CH2:39][CH2:40][CH2:41][CH2:42][NH2:43])[CH2:35][CH2:34]1.C([O-])=O. (10) Given the product [C:1]([O:5][C:6]([N:8]1[CH2:13][CH2:12][CH:11]([NH:14][CH2:23][C:21]2[NH:22][C:18]([N+:15]([O-:17])=[O:16])=[CH:19][N:20]=2)[CH2:10][CH2:9]1)=[O:7])([CH3:4])([CH3:2])[CH3:3], predict the reactants needed to synthesize it. The reactants are: [C:1]([O:5][C:6]([N:8]1[CH2:13][CH2:12][CH:11]([NH2:14])[CH2:10][CH2:9]1)=[O:7])([CH3:4])([CH3:3])[CH3:2].[N+:15]([C:18]1[NH:22][C:21]([CH:23]=O)=[N:20][CH:19]=1)([O-:17])=[O:16].[BH4-].[Na+].C(O)(=O)C.